This data is from Full USPTO retrosynthesis dataset with 1.9M reactions from patents (1976-2016). The task is: Predict the reactants needed to synthesize the given product. (1) Given the product [NH2:5][CH2:9][CH2:10][O:11][C:12]1[CH:17]=[CH:16][C:15]([N:18]2[C:26]3[CH:25]=[CH:24][N:23]=[CH:22][C:21]=3[N:20]=[C:19]2[C:27]2[C:31]([NH2:32])=[N:30][O:29][N:28]=2)=[CH:14][CH:13]=1, predict the reactants needed to synthesize it. The reactants are: CC([N:5]([CH2:9][CH2:10][O:11][C:12]1[CH:17]=[CH:16][C:15]([N:18]2[C:26]3[CH:25]=[CH:24][N:23]=[CH:22][C:21]=3[N:20]=[C:19]2[C:27]2[C:31]([NH2:32])=[N:30][O:29][N:28]=2)=[CH:14][CH:13]=1)C(=O)[O-])(C)C.Cl. (2) Given the product [Br:10][C:11]1[C:18]([F:19])=[CH:17][C:16]([N+:6]([O-:9])=[O:7])=[C:13]([CH:12]=1)[CH:14]=[O:15], predict the reactants needed to synthesize it. The reactants are: S(=O)(=O)(O)O.[N+:6]([O-:9])(O)=[O:7].[Br:10][C:11]1[CH:12]=[C:13]([CH:16]=[CH:17][C:18]=1[F:19])[CH:14]=[O:15].